This data is from Full USPTO retrosynthesis dataset with 1.9M reactions from patents (1976-2016). The task is: Predict the reactants needed to synthesize the given product. (1) Given the product [CH:1]1([C@H:5]([NH:10][C:11]2[N:19]=[C:18]([C:20]([O:22][CH3:23])=[O:21])[N:17]=[C:16]3[C:12]=2[N:13]([CH2:31][C:32]2[CH:33]=[CH:34][C:35]([C:38]([F:39])([F:40])[F:41])=[CH:36][CH:37]=2)[C:14]([C:24]2[CH:29]=[CH:28][CH:27]=[C:26]([CH3:30])[CH:25]=2)=[N:15]3)[CH2:6][CH2:7][CH2:8][O:9][S:42]([CH3:45])(=[O:44])=[O:43])[CH2:4][CH2:3][CH2:2]1, predict the reactants needed to synthesize it. The reactants are: [CH:1]1([C@H:5]([NH:10][C:11]2[N:19]=[C:18]([C:20]([O:22][CH3:23])=[O:21])[N:17]=[C:16]3[C:12]=2[N:13]([CH2:31][C:32]2[CH:37]=[CH:36][C:35]([C:38]([F:41])([F:40])[F:39])=[CH:34][CH:33]=2)[C:14]([C:24]2[CH:29]=[CH:28][CH:27]=[C:26]([CH3:30])[CH:25]=2)=[N:15]3)[CH2:6][CH2:7][CH2:8][OH:9])[CH2:4][CH2:3][CH2:2]1.[S:42](Cl)([CH3:45])(=[O:44])=[O:43].C(N(CC)CC)C. (2) Given the product [O:27]1[CH2:28][CH2:29][CH2:30][CH2:31][CH:26]1[N:7]1[CH:6]=[C:5]2[C:9]([CH:10]=[C:11]([C:13]3[CH:18]=[CH:17][CH:16]=[C:15]([O:19][CH:20]4[CH2:25][CH2:24][CH2:23][CH2:22][O:21]4)[CH:14]=3)[CH:12]=[C:4]2[NH2:1])=[N:8]1, predict the reactants needed to synthesize it. The reactants are: [N+:1]([C:4]1[C:5]2[C:9]([CH:10]=[C:11]([C:13]3[CH:18]=[CH:17][CH:16]=[C:15]([O:19][CH:20]4[CH2:25][CH2:24][CH2:23][CH2:22][O:21]4)[CH:14]=3)[CH:12]=1)=[N:8][N:7]([CH:26]1[CH2:31][CH2:30][CH2:29][CH2:28][O:27]1)[CH:6]=2)([O-])=O. (3) The reactants are: [O:1]=[C:2]1[CH:6]=[CH:5][C:4](=[O:7])[N:3]1[CH2:8][CH2:9][CH2:10][CH2:11][CH2:12][C:13]([O:15]N1C(=O)CCC1=O)=O.[CH3:23][O:24][C:25]1[CH:26]=[C:27]2[C:31](=[CH:32][CH:33]=1)[NH:30][CH:29]=[C:28]2[CH2:34][CH2:35][NH2:36]. Given the product [O:7]=[C:4]1[CH:5]=[CH:6][C:2](=[O:1])[N:3]1[CH2:8][CH2:9][CH2:10][CH2:11][CH2:12][C:13]([NH:36][CH2:35][CH2:34][C:28]1[C:27]2[C:31](=[CH:32][CH:33]=[C:25]([O:24][CH3:23])[CH:26]=2)[NH:30][CH:29]=1)=[O:15], predict the reactants needed to synthesize it. (4) Given the product [F:8][C:5]1[CH:6]=[CH:7][C:2]([C:13]2([OH:12])[CH2:14][CH:15]3[N:20]([C:21]([O:23][CH2:24][CH3:25])=[O:22])[CH:18]([CH2:17][CH2:16]3)[CH2:19]2)=[C:3]([CH2:9][CH2:10][OH:11])[CH:4]=1, predict the reactants needed to synthesize it. The reactants are: Br[C:2]1[CH:7]=[CH:6][C:5]([F:8])=[CH:4][C:3]=1[CH2:9][CH2:10][OH:11].[O:12]=[C:13]1[CH2:19][CH:18]2[N:20]([C:21]([O:23][CH2:24][CH3:25])=[O:22])[CH:15]([CH2:16][CH2:17]2)[CH2:14]1.